From a dataset of Peptide-MHC class I binding affinity with 185,985 pairs from IEDB/IMGT. Regression. Given a peptide amino acid sequence and an MHC pseudo amino acid sequence, predict their binding affinity value. This is MHC class I binding data. (1) The peptide sequence is AEVIPQET. The MHC is Mamu-A11 with pseudo-sequence Mamu-A11. The binding affinity (normalized) is 0. (2) The MHC is HLA-A26:03 with pseudo-sequence HLA-A26:03. The peptide sequence is GEGSGARLL. The binding affinity (normalized) is 0.0847. (3) The peptide sequence is MELIDGISL. The MHC is HLA-B44:02 with pseudo-sequence HLA-B44:02. The binding affinity (normalized) is 0.452. (4) The peptide sequence is ILQEMSETY. The MHC is HLA-A68:02 with pseudo-sequence HLA-A68:02. The binding affinity (normalized) is 0.0847. (5) The peptide sequence is AISRLRTQK. The MHC is HLA-A01:01 with pseudo-sequence HLA-A01:01. The binding affinity (normalized) is 0.0847. (6) The peptide sequence is NYNGLLSSI. The MHC is HLA-A02:16 with pseudo-sequence HLA-A02:16. The binding affinity (normalized) is 0.0847. (7) The peptide sequence is NALEKALRW. The MHC is HLA-A03:01 with pseudo-sequence HLA-A03:01. The binding affinity (normalized) is 0.0847. (8) The peptide sequence is LVPFVQWFVGL. The MHC is Patr-B0101 with pseudo-sequence Patr-B0101. The binding affinity (normalized) is 0.180. (9) The peptide sequence is TSTLQEQIGW. The MHC is HLA-B58:02 with pseudo-sequence HLA-B58:02. The binding affinity (normalized) is 0.670. (10) The MHC is HLA-B15:09 with pseudo-sequence HLA-B15:09. The peptide sequence is RSNDTELNY. The binding affinity (normalized) is 0.0847.